Task: Predict which catalyst facilitates the given reaction.. Dataset: Catalyst prediction with 721,799 reactions and 888 catalyst types from USPTO (1) Reactant: C[O:2][C:3](=[O:18])[C:4]1[CH:9]=[C:8]([C:10](=[O:16])[N:11]([CH3:15])[CH2:12][CH2:13][CH3:14])[CH:7]=[N:6][C:5]=1[Cl:17].[OH-].[Na+]. Product: [Cl:17][C:5]1[N:6]=[CH:7][C:8]([C:10](=[O:16])[N:11]([CH3:15])[CH2:12][CH2:13][CH3:14])=[CH:9][C:4]=1[C:3]([OH:18])=[O:2]. The catalyst class is: 24. (2) Reactant: [CH3:1][C:2]([O:5][C:6]([N:8]1[CH2:13][CH2:12][O:11][CH:10]([C:14]([OH:16])=O)[CH2:9]1)=[O:7])([CH3:4])[CH3:3].[CH3:17][NH:18][CH2:19][C:20]1[CH:21]=[CH:22][C:23]2[S:24][CH2:25][C:26](=[O:30])[NH:27][C:28]=2[N:29]=1.CN(C)CCCN=C=NCC.ON1C2C=CC=CC=2N=N1. The catalyst class is: 59. Product: [CH3:17][N:18]([CH2:19][C:20]1[CH:21]=[CH:22][C:23]2[S:24][CH2:25][C:26](=[O:30])[NH:27][C:28]=2[N:29]=1)[C:14]([CH:10]1[O:11][CH2:12][CH2:13][N:8]([C:6]([O:5][C:2]([CH3:1])([CH3:3])[CH3:4])=[O:7])[CH2:9]1)=[O:16]. (3) Reactant: C(OC(=O)[NH:10][CH2:11][CH2:12][C:13]1[N:14]([CH2:19][CH3:20])[N:15]=[C:16]([CH3:18])[CH:17]=1)C1C=CC=CC=1. Product: [CH2:19]([N:14]1[C:13]([CH2:12][CH2:11][NH2:10])=[CH:17][C:16]([CH3:18])=[N:15]1)[CH3:20]. The catalyst class is: 19. (4) Reactant: [NH:1]1[C:9]2[C:4](=[CH:5][CH:6]=[CH:7][CH:8]=2)[C:3](/[CH:10]=[C:11]2\[O:12][C:13]3[C:20](/[CH:21]=[CH:22]/[CH:23]4[CH2:28][CH2:27][N:26](C(OC(C)(C)C)=O)[CH2:25][CH2:24]4)=[C:19]([O:36][CH3:37])[CH:18]=[CH:17][C:14]=3[C:15]\2=[O:16])=[N:2]1.Cl. Product: [NH:1]1[C:9]2[C:4](=[CH:5][CH:6]=[CH:7][CH:8]=2)[C:3](/[CH:10]=[C:11]2\[O:12][C:13]3[C:20](/[CH:21]=[CH:22]/[CH:23]4[CH2:24][CH2:25][NH:26][CH2:27][CH2:28]4)=[C:19]([O:36][CH3:37])[CH:18]=[CH:17][C:14]=3[C:15]\2=[O:16])=[N:2]1. The catalyst class is: 135. (5) Reactant: [NH2:1][C:2]1[S:3][C:4]([C:12]2[CH:17]=[CH:16][CH:15]=[CH:14][CH:13]=2)=[CH:5][C:6]=1C(OCC)=O.Cl. Product: [C:12]1([C:4]2[S:3][C:2]([NH2:1])=[CH:6][CH:5]=2)[CH:13]=[CH:14][CH:15]=[CH:16][CH:17]=1. The catalyst class is: 8. (6) Reactant: [NH2:1][C:2]1[CH:33]=[CH:32][C:5]([CH2:6][C@H:7]([C:25]([O:27][C:28]([CH3:31])([CH3:30])[CH3:29])=[O:26])[CH2:8][C@@H:9]([C:18]([O:20][C:21]([CH3:24])([CH3:23])[CH3:22])=[O:19])[NH:10][C:11]([O:13][C:14]([CH3:17])([CH3:16])[CH3:15])=[O:12])=[CH:4][CH:3]=1.C(=O)([O-])[O-].[K+].[K+].[C:40]1([CH3:64])[CH:45]=[CH:44][C:43]([S:46]([O:49][CH2:50][CH2:51][CH2:52]OS(C2C=CC(C)=CC=2)(=O)=O)(=[O:48])=[O:47])=[CH:42][CH:41]=1. Product: [C:14]([O:13][C:11]([NH:10][C@H:9]([C:18]([O:20][C:21]([CH3:22])([CH3:23])[CH3:24])=[O:19])[CH2:8][C@H:7]([CH2:6][C:5]1[CH:4]=[CH:3][C:2]([NH:1][CH2:52][CH2:51][CH2:50][O:49][S:46]([C:43]2[CH:42]=[CH:41][C:40]([CH3:64])=[CH:45][CH:44]=2)(=[O:47])=[O:48])=[CH:33][CH:32]=1)[C:25]([O:27][C:28]([CH3:31])([CH3:30])[CH3:29])=[O:26])=[O:12])([CH3:15])([CH3:16])[CH3:17]. The catalyst class is: 9. (7) Reactant: [N+:1]([C:4]1[CH:5]=[N:6][CH:7]=[CH:8][C:9]=1[CH:10]1[O:15][CH2:14][CH:13]([CH2:16][OH:17])[CH2:12][O:11]1)([O-:3])=[O:2].[C:18](OC(=O)C)(=[O:20])[CH3:19]. Product: [C:18]([O:17][CH2:16][C@H:13]1[CH2:14][O:15][C@@H:10]([C:9]2[CH:8]=[CH:7][N:6]=[CH:5][C:4]=2[N+:1]([O-:3])=[O:2])[O:11][CH2:12]1)(=[O:20])[CH3:19]. The catalyst class is: 17. (8) Reactant: [Si:1]([O:8][C@H:9]1[CH2:14][CH2:13][C:12]([C:18]2[CH:23]=[N:22][C:21]([N:24]3[C:28]([CH3:29])=[CH:27][CH:26]=[C:25]3[CH3:30])=[CH:20][N:19]=2)(C(O)=O)[CH2:11][C@@H:10]1[F:31])([C:4]([CH3:7])([CH3:6])[CH3:5])([CH3:3])[CH3:2].C1(C)C=CC=CC=1.CC(O)=O.C([O-])(O)=O.[Na+]. Product: [Si:1]([O:8][C@H:9]1[CH2:14][CH2:13][C@H:12]([C:18]2[CH:23]=[N:22][C:21]([N:24]3[C:28]([CH3:29])=[CH:27][CH:26]=[C:25]3[CH3:30])=[CH:20][N:19]=2)[CH2:11][C@@H:10]1[F:31])([C:4]([CH3:7])([CH3:6])[CH3:5])([CH3:2])[CH3:3]. The catalyst class is: 5. (9) Reactant: [Br:1][C:2]1[CH:10]=[C:9]([CH3:11])[C:8]2[N:7](S(C3C=CC(C)=CC=3)(=O)=O)[CH:6]=[CH:5][C:4]=2[C:3]=1[CH:22]=[O:23].O.[OH-].[K+]. Product: [Br:1][C:2]1[CH:10]=[C:9]([CH3:11])[C:8]2[NH:7][CH:6]=[CH:5][C:4]=2[C:3]=1[CH:22]=[O:23]. The catalyst class is: 258.